This data is from Catalyst prediction with 721,799 reactions and 888 catalyst types from USPTO. The task is: Predict which catalyst facilitates the given reaction. (1) Reactant: [Cl:1][C:2]1[C:7]([N:8]2[CH2:13][CH2:12][CH:11]([C:14]3[CH:19]=[CH:18][CH:17]=[CH:16][C:15]=3[F:20])[CH2:10][CH2:9]2)=[CH:6][N:5]=[N:4][C:3]=1[NH:21][NH:22][C:23](=O)[CH2:24][CH:25]1[CH2:27][CH2:26]1.P(Cl)(Cl)(Cl)=O. Product: [Cl:1][C:2]1[C:3]2[N:4]([C:23]([CH2:24][CH:25]3[CH2:27][CH2:26]3)=[N:22][N:21]=2)[N:5]=[CH:6][C:7]=1[N:8]1[CH2:13][CH2:12][CH:11]([C:14]2[CH:19]=[CH:18][CH:17]=[CH:16][C:15]=2[F:20])[CH2:10][CH2:9]1. The catalyst class is: 10. (2) Reactant: [F:1][C:2]1[CH:3]=[C:4]([NH:18][C:19]2[CH:24]=[C:23]([CH:25]3[CH2:30][CH2:29][CH2:28][NH:27][CH2:26]3)[N:22]=[C:21]([NH2:31])[N:20]=2)[CH:5]=[CH:6][C:7]=1[O:8][C:9]1[CH:14]=[CH:13][N:12]=[C:11]2[NH:15][CH:16]=[CH:17][C:10]=12.Br[CH:33]([CH3:35])[CH3:34].C(=O)([O-])[O-].[K+].[K+]. Product: [F:1][C:2]1[CH:3]=[C:4]([NH:18][C:19]2[CH:24]=[C:23]([CH:25]3[CH2:30][CH2:29][CH2:28][N:27]([CH:33]([CH3:35])[CH3:34])[CH2:26]3)[N:22]=[C:21]([NH2:31])[N:20]=2)[CH:5]=[CH:6][C:7]=1[O:8][C:9]1[CH:14]=[CH:13][N:12]=[C:11]2[NH:15][CH:16]=[CH:17][C:10]=12. The catalyst class is: 3. (3) The catalyst class is: 576. Reactant: [F:1][C:2]([F:36])([F:35])[C:3]1[CH:4]=[C:5]([CH:28]=[C:29]([C:31]([F:34])([F:33])[F:32])[CH:30]=1)[CH2:6][N:7]([C@@H:14]1[C:20]2=[CH:21][C:22]3[CH2:23][O:24][CH2:25][C:26]=3[CH:27]=[C:19]2[NH:18][CH2:17][CH2:16][CH2:15]1)[C:8]1[N:9]=[N:10][N:11]([CH3:13])[N:12]=1.[CH:37]([C:39]1[S:43][C:42]([C:44]([OH:46])=[O:45])=[CH:41][CH:40]=1)=O.C(O)(=O)C.[BH-](OC(C)=O)(OC(C)=O)OC(C)=O.[Na+]. Product: [F:36][C:2]([F:1])([F:35])[C:3]1[CH:4]=[C:5]([CH:28]=[C:29]([C:31]([F:32])([F:33])[F:34])[CH:30]=1)[CH2:6][N:7]([C:8]1[N:9]=[N:10][N:11]([CH3:13])[N:12]=1)[C@@H:14]1[C:20]2=[CH:21][C:22]3[CH2:23][O:24][CH2:25][C:26]=3[CH:27]=[C:19]2[N:18]([CH2:37][C:39]2[S:43][C:42]([C:44]([OH:46])=[O:45])=[CH:41][CH:40]=2)[CH2:17][CH2:16][CH2:15]1. (4) Reactant: [NH2:1][C@H:2]([CH2:4][OH:5])[CH3:3].[CH2:6]([O:13][C:14](Cl)=[O:15])[C:7]1[CH:12]=[CH:11][CH:10]=[CH:9][CH:8]=1.C(N(CC)CC)C. Product: [CH2:6]([O:13][C:14](=[O:15])[NH:1][C@@H:2]([CH3:3])[CH2:4][OH:5])[C:7]1[CH:12]=[CH:11][CH:10]=[CH:9][CH:8]=1. The catalyst class is: 2. (5) Reactant: [CH3:1][O:2][C:3]1[CH:8]=[CH:7][C:6]([C:9]2[S:13][C:12]3[CH:14]=[C:15]([OH:18])[CH:16]=[CH:17][C:11]=3[CH:10]=2)=[CH:5][CH:4]=1.C(N(CC)CC)C.[F:26][C:27]([F:40])([F:39])[S:28](O[S:28]([C:27]([F:40])([F:39])[F:26])(=[O:30])=[O:29])(=[O:30])=[O:29]. Product: [CH3:1][O:2][C:3]1[CH:8]=[CH:7][C:6]([C:9]2[S:13][C:12]3[CH:14]=[C:15]([O:18][S:28]([C:27]([F:40])([F:39])[F:26])(=[O:30])=[O:29])[CH:16]=[CH:17][C:11]=3[CH:10]=2)=[CH:5][CH:4]=1. The catalyst class is: 4. (6) Reactant: [OH:1][C:2]1[C:9]([CH3:10])=[CH:8][CH:7]=[CH:6][C:3]=1[CH:4]=[O:5].[CH:11]([Mg]Cl)=[CH2:12].C1COCC1.C1(C)C=CC=CC=1.[Cl-].[NH4+]. Product: [OH:5][CH:4]([C:3]1[CH:6]=[CH:7][CH:8]=[C:9]([CH3:10])[C:2]=1[OH:1])[CH:11]=[CH2:12]. The catalyst class is: 11. (7) Reactant: Br[C:2]1[S:20][C:5]2[C:6](=[O:19])[NH:7][C:8]([CH3:18])([CH3:17])[CH:9]([C:10]3[CH:15]=[CH:14][C:13]([Cl:16])=[CH:12][CH:11]=3)[C:4]=2[CH:3]=1.[N:21]1[CH:26]=[CH:25][C:24](B(O)O)=[CH:23][CH:22]=1.C(=O)([O-])[O-].[Cs+].[Cs+]. Product: [Cl:16][C:13]1[CH:14]=[CH:15][C:10]([CH:9]2[C:8]([CH3:18])([CH3:17])[NH:7][C:6](=[O:19])[C:5]3[S:20][C:2]([C:24]4[CH:25]=[CH:26][N:21]=[CH:22][CH:23]=4)=[CH:3][C:4]2=3)=[CH:11][CH:12]=1. The catalyst class is: 117. (8) Reactant: [F:1][C:2]([F:17])([F:16])[C:3]1[CH:8]=[CH:7][C:6]([C:9]2[CH:14]=[CH:13][C:12]([NH2:15])=[CH:11][CH:10]=2)=[CH:5][CH:4]=1.N1C=CC=CC=1.[CH:24](OC1C=CC([N+]([O-])=O)=CC=1)=[O:25]. Product: [F:1][C:2]([F:16])([F:17])[C:3]1[CH:8]=[CH:7][C:6]([C:9]2[CH:14]=[CH:13][C:12]([NH:15][CH:24]=[O:25])=[CH:11][CH:10]=2)=[CH:5][CH:4]=1. The catalyst class is: 96. (9) Reactant: [H-].[Na+].[CH:3]1([CH2:6][N:7]2[C:11]([C:12]3[CH:17]=[CH:16][N:15]=[CH:14][CH:13]=3)=[C:10]([C:18]([O:20]CC)=O)[CH:9]=[N:8]2)[CH2:5][CH2:4]1.O[N:24]=[C:25]([C:27]1[CH:32]=[CH:31][C:30]([CH2:33][OH:34])=[CH:29][CH:28]=1)[NH2:26].O. Product: [CH:3]1([CH2:6][N:7]2[C:11]([C:12]3[CH:13]=[CH:14][N:15]=[CH:16][CH:17]=3)=[C:10]([C:18]3[O:20][N:26]=[C:25]([C:27]4[CH:32]=[CH:31][C:30]([CH2:33][OH:34])=[CH:29][CH:28]=4)[N:24]=3)[CH:9]=[N:8]2)[CH2:4][CH2:5]1. The catalyst class is: 1.